Predict the reaction yield, written as a fraction of the theoretical maximum amount of product (1.0 means a 100% yield; for example, 0.34 means a 34% yield). From a dataset of Reaction yield outcomes from USPTO patents with 853,638 reactions. (1) The reactants are [OH:1][C:2]1[CH:7]=[CH:6][C:5]([C:8]2[C:9]([CH2:21][O:22][C:23]([C:25]3[S:26][C:27]([CH3:30])=[CH:28][CH:29]=3)=[O:24])=[C:10]3[C:15](=[CH:16][CH:17]=2)[NH:14][C:13]([CH3:19])([CH3:18])[CH:12]=[C:11]3[CH3:20])=[C:4]([O:31][CH3:32])[CH:3]=1.[CH3:33][C:34]1[CH:42]=[CH:41][C:37]([C:38](O)=[O:39])=[CH:36][N:35]=1.C(N(CC)C(C)C)(C)C.C(OCC)(=O)C. The catalyst is CN(C)C=O. The product is [CH3:32][O:31][C:4]1[CH:3]=[C:2]([O:1][C:38]([C:37]2[CH:36]=[N:35][C:34]([CH3:33])=[CH:42][CH:41]=2)=[O:39])[CH:7]=[CH:6][C:5]=1[C:8]1[C:9]([CH2:21][O:22][C:23]([C:25]2[S:26][C:27]([CH3:30])=[CH:28][CH:29]=2)=[O:24])=[C:10]2[C:15](=[CH:16][CH:17]=1)[NH:14][C:13]([CH3:18])([CH3:19])[CH:12]=[C:11]2[CH3:20]. The yield is 0.570. (2) The reactants are C1CCC(N=C=NC2CCCCC2)CC1.Cl.[C:17]1([CH:23]([NH:27][C:28]2[CH:33]=[CH:32][CH:31]=[CH:30][C:29]=2[CH3:34])[C:24]([OH:26])=[O:25])[CH:22]=[CH:21][CH:20]=[CH:19][CH:18]=1.C1C=CC2N(O)N=NC=2C=1.[N:45]12[CH2:52][CH2:51][CH:48]([CH2:49][CH2:50]1)[C@@H:47](O)[CH2:46]2. The catalyst is C1COCC1. The product is [C:17]1([CH:23]([NH:27][C:28]2[CH:33]=[CH:32][CH:31]=[CH:30][C:29]=2[CH3:34])[C:24]([O:26][C@@H:47]2[CH:48]3[CH2:51][CH2:52][N:45]([CH2:50][CH2:49]3)[CH2:46]2)=[O:25])[CH:18]=[CH:19][CH:20]=[CH:21][CH:22]=1. The yield is 1.00.